From a dataset of Forward reaction prediction with 1.9M reactions from USPTO patents (1976-2016). Predict the product of the given reaction. (1) Given the reactants C([O:3][C:4](=[O:35])[CH:5]([O:32][CH2:33][CH3:34])[CH2:6][C:7]1[CH:12]=[CH:11][C:10]([O:13][CH2:14][CH2:15][O:16][CH:17]2[C:23]3[CH:24]=[CH:25][CH:26]=[CH:27][C:22]=3[CH2:21][CH2:20][C:19]3[CH:28]=[CH:29][CH:30]=[CH:31][C:18]2=3)=[CH:9][CH:8]=1)C.[OH-].[Na+], predict the reaction product. The product is: [CH:28]1[C:19]2[CH2:20][CH2:21][C:22]3[CH:27]=[CH:26][CH:25]=[CH:24][C:23]=3[CH:17]([O:16][CH2:15][CH2:14][O:13][C:10]3[CH:9]=[CH:8][C:7]([CH2:6][CH:5]([O:32][CH2:33][CH3:34])[C:4]([OH:35])=[O:3])=[CH:12][CH:11]=3)[C:18]=2[CH:31]=[CH:30][CH:29]=1. (2) Given the reactants [N+:1]([C:4]1[CH:5]=[C:6]2[C:10](=[CH:11][CH:12]=1)[CH2:9][NH:8][CH2:7]2)([O-])=O.[F:13][C:14]([F:25])([F:24])[C:15](O[C:15](=[O:16])[C:14]([F:25])([F:24])[F:13])=[O:16].C(=O)([O-])O.[Na+].O.NN, predict the reaction product. The product is: [F:13][C:14]([F:25])([F:24])[C:15]([N:8]1[CH2:7][C:6]2[C:10](=[CH:11][CH:12]=[C:4]([NH2:1])[CH:5]=2)[CH2:9]1)=[O:16]. (3) Given the reactants I[C:2]1[CH:3]=[C:4]([C:10]([F:13])([F:12])[F:11])[C:5]([O:8][CH3:9])=[N:6][CH:7]=1.CC1(C)C2C=CC=C(P(C3C=CC=CC=3)C3C=CC=CC=3)C=2OC2C1=CC=CC=2P(C1C=CC=CC=1)C1C=CC=CC=1.C1(C(C2C=CC=CC=2)=[NH:63])C=CC=CC=1.CC([O-])(C)C.[Na+], predict the reaction product. The product is: [CH3:9][O:8][C:5]1[N:6]=[CH:7][C:2]([NH2:63])=[CH:3][C:4]=1[C:10]([F:13])([F:12])[F:11]. (4) Given the reactants [CH3:1][C:2]([O:5][C:6]([N:8]([CH2:10][C:11]([OH:13])=O)[CH3:9])=[O:7])([CH3:4])[CH3:3].C(N(C(C)C)CC)(C)C.[NH2:23][C:24]1[N:25]([CH2:49][C:50]2[CH:55]=[CH:54][CH:53]=[CH:52][CH:51]=2)[N:26]=[C:27]2[C:32]=1[CH:31]=[CH:30][C:29]([C:33]1[CH:34]=[C:35]([CH:43]3[CH2:48][CH2:47][NH:46][CH2:45][CH2:44]3)[N:36]3[C:41]=1[C:40]([NH2:42])=[N:39][CH:38]=[N:37]3)=[CH:28]2.CCOC(C)=O, predict the reaction product. The product is: [C:2]([O:5][C:6](=[O:7])[N:8]([CH2:10][C:11]([N:46]1[CH2:47][CH2:48][CH:43]([C:35]2[N:36]3[C:41]([C:40]([NH2:42])=[N:39][CH:38]=[N:37]3)=[C:33]([C:29]3[CH:30]=[CH:31][C:32]4[C:27]([CH:28]=3)=[N:26][N:25]([CH2:49][C:50]3[CH:55]=[CH:54][CH:53]=[CH:52][CH:51]=3)[C:24]=4[NH2:23])[CH:34]=2)[CH2:44][CH2:45]1)=[O:13])[CH3:9])([CH3:1])([CH3:3])[CH3:4]. (5) Given the reactants [NH2:1][C:2]1[CH:3]=[C:4]([C:28]2[CH:33]=[CH:32][C:31]([O:34][CH3:35])=[CH:30][CH:29]=2)[CH:5]=[CH:6][C:7]=1[C:8]([NH:10][C@H:11]([C:18]([O:20][CH2:21][C:22]1[CH:27]=[CH:26][CH:25]=[CH:24][CH:23]=1)=[O:19])[CH2:12][C:13]([O:15][CH2:16][CH3:17])=[O:14])=[O:9].[N:36]([C:39]1[C:44]([CH3:45])=[CH:43][C:42]([CH3:46])=[CH:41][C:40]=1[CH3:47])=[C:37]=[O:38], predict the reaction product. The product is: [CH3:35][O:34][C:31]1[CH:30]=[CH:29][C:28]([C:4]2[CH:5]=[CH:6][C:7]([C:8]([NH:10][C@H:11]([C:18]([O:20][CH2:21][C:22]3[CH:23]=[CH:24][CH:25]=[CH:26][CH:27]=3)=[O:19])[CH2:12][C:13]([O:15][CH2:16][CH3:17])=[O:14])=[O:9])=[C:2]([NH:1][C:37]([NH:36][C:39]3[C:40]([CH3:47])=[CH:41][C:42]([CH3:46])=[CH:43][C:44]=3[CH3:45])=[O:38])[CH:3]=2)=[CH:33][CH:32]=1. (6) Given the reactants C(N(C(C)C)CC)(C)C.CN(C(ON1N=NC2C=CC=CC1=2)=[N+](C)C)C.F[P-](F)(F)(F)(F)F.[NH:34]1[CH2:39][CH2:38][CH:37]([NH:40]C(=O)OC(C)(C)C)[CH2:36][CH2:35]1.[CH3:48][N:49]1[CH:53]=[CH:52][N:51]=[C:50]1[CH2:54][CH2:55][C:56](O)=[O:57].Cl.O1CCOCC1.[OH-].[Na+], predict the reaction product. The product is: [NH2:40][CH:37]1[CH2:36][CH2:35][N:34]([C:56](=[O:57])[CH2:55][CH2:54][C:50]2[N:49]([CH3:48])[CH:53]=[CH:52][N:51]=2)[CH2:39][CH2:38]1.